This data is from Catalyst prediction with 721,799 reactions and 888 catalyst types from USPTO. The task is: Predict which catalyst facilitates the given reaction. (1) Reactant: [I:1]I.[Br:3][C:4]1[CH:5]=[CH:6][C:7]([NH2:10])=[N:8][CH:9]=1. Product: [Br:3][C:4]1[CH:5]=[C:6]([I:1])[C:7]([NH2:10])=[N:8][CH:9]=1. The catalyst class is: 16. (2) Reactant: [NH:1]1[C:11]2[C:6](=[CH:7][CH:8]=[CH:9][CH:10]=2)[C:4](=[O:5])[C:2]1=[O:3].[H-].[Na+].[CH3:14]I.Cl. Product: [CH3:14][N:1]1[C:11]2[C:6](=[CH:7][CH:8]=[CH:9][CH:10]=2)[C:4](=[O:5])[C:2]1=[O:3]. The catalyst class is: 3.